From a dataset of Reaction yield outcomes from USPTO patents with 853,638 reactions. Predict the reaction yield, written as a fraction of the theoretical maximum amount of product (1.0 means a 100% yield; for example, 0.34 means a 34% yield). (1) The reactants are [CH2:1]([OH:8])[C:2]1[CH:7]=[CH:6][CH:5]=[CH:4][CH:3]=1.[H-].[Na+].Br[C:12]1[CH:21]=[CH:20][C:15]([C:16]([O:18][CH3:19])=[O:17])=[CH:14][N:13]=1. The product is [CH2:1]([O:8][C:12]1[CH:21]=[CH:20][C:15]([C:16]([O:18][CH3:19])=[O:17])=[CH:14][N:13]=1)[C:2]1[CH:7]=[CH:6][CH:5]=[CH:4][CH:3]=1. The catalyst is CN(C=O)C.O. The yield is 0.650. (2) The reactants are [CH3:1][C:2]1([N:5]2[CH2:10][C:9]3([CH2:15][CH2:14][N:13](C(OC(C)(C)C)=O)[CH2:12][CH2:11]3)[O:8][CH2:7][C:6]2=[O:23])[CH2:4][CH2:3]1.Cl.[Br:25][C:26]1[CH:31]=[CH:30][C:29]([S:32](Cl)(=[O:34])=[O:33])=[CH:28][CH:27]=1. The catalyst is C(OCC)(=O)C.O1CCOCC1.CN(C)C1C=CN=CC=1. The product is [Br:25][C:26]1[CH:31]=[CH:30][C:29]([S:32]([N:13]2[CH2:12][CH2:11][C:9]3([O:8][CH2:7][C:6](=[O:23])[N:5]([C:2]4([CH3:1])[CH2:3][CH2:4]4)[CH2:10]3)[CH2:15][CH2:14]2)(=[O:34])=[O:33])=[CH:28][CH:27]=1. The yield is 0.610. (3) The product is [Br:4][C:5]1[CH:10]=[CH:9][C:8]([CH2:11][C:1]#[N:2])=[C:7]([C:13]([F:16])([F:15])[F:14])[CH:6]=1. The yield is 0.520. The catalyst is C(O)C.O. The reactants are [C-:1]#[N:2].[K+].[Br:4][C:5]1[CH:10]=[CH:9][C:8]([CH2:11]Br)=[C:7]([C:13]([F:16])([F:15])[F:14])[CH:6]=1.O. (4) The reactants are [CH3:1][S:2]([C:14]1[CH:19]=[CH:18][C:17]([O:20][CH3:21])=[CH:16][CH:15]=1)(=[N:4]S(CC[Si](C)(C)C)(=O)=O)=[O:3].CCCC[N+](CCCC)(CCCC)CCCC.[F-]. The yield is 0.960. No catalyst specified. The product is [CH3:21][O:20][C:17]1[CH:16]=[CH:15][C:14]([S:2]([CH3:1])(=[NH:4])=[O:3])=[CH:19][CH:18]=1. (5) The reactants are [CH3:1][O:2][N:3]1[CH2:8][CH2:7][CH:6]([C:9]2[CH:14]=[CH:13][C:12]([NH2:15])=[CH:11][CH:10]=2)[CH2:5][CH2:4]1.C1C(=O)N([Br:23])C(=O)C1. The catalyst is C(Cl)Cl. The product is [Br:23][C:11]1[CH:10]=[C:9]([C:6]2[CH2:5][CH2:4][N:3]([O:2][CH3:1])[CH2:8][CH:7]=2)[CH:14]=[CH:13][C:12]=1[NH2:15]. The yield is 0.745. (6) The reactants are [NH2:1][C:2]1[S:3][C:4]([CH3:10])=[C:5]([CH3:9])[C:6]=1[C:7]#[N:8].[C:11](O)(=O)[CH3:12].[NH3:15].C(OCC)(OCC)(OCC)C. No catalyst specified. The product is [CH3:11][C:12]1[N:8]=[C:7]([NH2:15])[C:6]2[C:5]([CH3:9])=[C:4]([CH3:10])[S:3][C:2]=2[N:1]=1. The yield is 0.600.